This data is from Forward reaction prediction with 1.9M reactions from USPTO patents (1976-2016). The task is: Predict the product of the given reaction. (1) Given the reactants [F:1][C:2]([F:47])([F:46])[C:3]1[CH:45]=[CH:44][C:6]([CH2:7][C:8]2[CH:13]=[C:12]([O:14][CH2:15][CH2:16][CH:17]=[CH2:18])[CH:11]=[CH:10][C:9]=2[S:19]([C:22]2[CH:27]=[CH:26][C:25]([O:28][CH2:29][CH2:30][CH:31]=[CH2:32])=[CH:24][C:23]=2[CH2:33][C:34]2[CH:39]=[CH:38][C:37]([C:40]([F:43])([F:42])[F:41])=[CH:36][CH:35]=2)(=[O:21])=[O:20])=[CH:5][CH:4]=1.[CH2:48]([O:50][SiH:51]([O:55][CH2:56][CH3:57])[O:52][CH2:53][CH3:54])[CH3:49], predict the reaction product. The product is: [F:47][C:2]([F:46])([F:1])[C:3]1[CH:45]=[CH:44][C:6]([CH2:7][C:8]2[CH:13]=[C:12]([O:14][CH2:15][CH2:16][CH2:17][CH2:18][Si:51]([O:55][CH2:56][CH3:57])([O:52][CH2:53][CH3:54])[O:50][CH2:48][CH3:49])[CH:11]=[CH:10][C:9]=2[S:19]([C:22]2[CH:27]=[CH:26][C:25]([O:28][CH2:29][CH2:30][CH2:31][CH2:32][Si:51]([O:55][CH2:56][CH3:57])([O:52][CH2:53][CH3:54])[O:50][CH2:48][CH3:49])=[CH:24][C:23]=2[CH2:33][C:34]2[CH:35]=[CH:36][C:37]([C:40]([F:42])([F:43])[F:41])=[CH:38][CH:39]=2)(=[O:20])=[O:21])=[CH:5][CH:4]=1. (2) Given the reactants [Br:1][C:2]1[C:11]([CH3:12])=[CH:10][CH:9]=[C:8]2[C:3]=1[CH:4]=[CH:5][C:6](=[O:13])[NH:7]2.[H-].[Na+].I[CH3:17], predict the reaction product. The product is: [Br:1][C:2]1[C:11]([CH3:12])=[CH:10][CH:9]=[C:8]2[C:3]=1[CH:4]=[CH:5][C:6](=[O:13])[N:7]2[CH3:17]. (3) Given the reactants [C:1](O[C:1]([O:3][C:4]([CH3:7])([CH3:6])[CH3:5])=[O:2])([O:3][C:4]([CH3:7])([CH3:6])[CH3:5])=[O:2].C(N(CC)CC)C.[Br:23][C:24]1[C:25]([N:40]2[CH2:45][CH2:44][CH2:43][C@@H:42]([NH:46][C:47](=[O:53])[O:48][C:49]([CH3:52])([CH3:51])[CH3:50])[CH2:41]2)=[C:26]2[C:32]([NH:33][C:34](=[O:39])[CH2:35][CH2:36][O:37][CH3:38])=[CH:31][NH:30][C:27]2=[N:28][CH:29]=1.O, predict the reaction product. The product is: [Br:23][C:24]1[C:25]([N:40]2[CH2:45][CH2:44][CH2:43][C@@H:42]([NH:46][C:47]([O:48][C:49]([CH3:50])([CH3:52])[CH3:51])=[O:53])[CH2:41]2)=[C:26]2[C:32]([NH:33][C:34](=[O:39])[CH2:35][CH2:36][O:37][CH3:38])=[CH:31][N:30]([C:1]([O:3][C:4]([CH3:7])([CH3:6])[CH3:5])=[O:2])[C:27]2=[N:28][CH:29]=1. (4) Given the reactants N1([C:6]2[CH2:14][CH2:13][C:12]3([C:15]([O:17][CH3:18])=[O:16])[C:8](=[CH:9][CH2:10][CH2:11]3)[CH:7]=2)CCCC1.C([O-])(=[O:21])C.[Na+], predict the reaction product. The product is: [O:21]=[C:6]1[CH:7]=[C:8]2[C:12]([C:15]([O:17][CH3:18])=[O:16])([CH2:11][CH2:10][CH2:9]2)[CH2:13][CH2:14]1. (5) Given the reactants C(OC([N:11]1[CH2:15][C@H:14]([O:16][C:17]([CH3:20])([CH3:19])[CH3:18])[CH2:13][C@H:12]1[CH2:21][NH:22][C:23]([O:25][C:26]([CH3:29])([CH3:28])[CH3:27])=[O:24])=O)C1C=CC=CC=1, predict the reaction product. The product is: [C:26]([O:25][C:23](=[O:24])[NH:22][CH2:21][C@@H:12]1[CH2:13][C@@H:14]([O:16][C:17]([CH3:20])([CH3:19])[CH3:18])[CH2:15][NH:11]1)([CH3:28])([CH3:29])[CH3:27].